Predict the reaction yield, written as a fraction of the theoretical maximum amount of product (1.0 means a 100% yield; for example, 0.34 means a 34% yield). From a dataset of Reaction yield outcomes from USPTO patents with 853,638 reactions. (1) The reactants are [C:1]1(B(O)O)[CH:6]=[CH:5][CH:4]=[CH:3][CH:2]=1.C(=O)([O-])[O-].[Na+].[Na+].Cl[C:17]1[N:22]=[N:21][C:20]([N:23]2[CH2:28][C@@H:27]([CH3:29])[NH:26][CH2:25][C@@H:24]2[CH3:30])=[C:19]2[CH:31]=[N:32][CH:33]=[CH:34][C:18]=12. The catalyst is C1C=CC([P]([Pd]([P](C2C=CC=CC=2)(C2C=CC=CC=2)C2C=CC=CC=2)([P](C2C=CC=CC=2)(C2C=CC=CC=2)C2C=CC=CC=2)[P](C2C=CC=CC=2)(C2C=CC=CC=2)C2C=CC=CC=2)(C2C=CC=CC=2)C2C=CC=CC=2)=CC=1. The product is [CH3:30][C@H:24]1[CH2:25][NH:26][C@H:27]([CH3:29])[CH2:28][N:23]1[C:20]1[N:21]=[N:22][C:17]([C:1]2[CH:6]=[CH:5][CH:4]=[CH:3][CH:2]=2)=[C:18]2[CH:34]=[CH:33][N:32]=[CH:31][C:19]=12. The yield is 0.930. (2) The reactants are C[O:2][C:3]([C:5]1[C:9]([NH:10][C:11](=[O:28])[CH2:12][O:13][C:14]2[CH:19]=[CH:18][C:17]([C:20]3[CH:25]=[CH:24][CH:23]=[CH:22][C:21]=3[O:26][CH3:27])=[CH:16][N:15]=2)=[CH:8][S:7][CH:6]=1)=[O:4].[OH-].[Na+]. The catalyst is C(O)C. The product is [CH3:27][O:26][C:21]1[CH:22]=[CH:23][CH:24]=[CH:25][C:20]=1[C:17]1[CH:18]=[CH:19][C:14]([O:13][CH2:12][C:11]([NH:10][C:9]2[C:5]([C:3]([OH:4])=[O:2])=[CH:6][S:7][CH:8]=2)=[O:28])=[N:15][CH:16]=1. The yield is 0.880.